Dataset: Plasma protein binding rate (PPBR) regression data from AstraZeneca. Task: Regression/Classification. Given a drug SMILES string, predict its absorption, distribution, metabolism, or excretion properties. Task type varies by dataset: regression for continuous measurements (e.g., permeability, clearance, half-life) or binary classification for categorical outcomes (e.g., BBB penetration, CYP inhibition). For this dataset (ppbr_az), we predict Y. The compound is CC(C)(N)C(=O)N[C@H](COCc1ccccc1)C(=O)N1CCC2(CC1)CN(S(C)(=O)=O)c1ccccc12. The Y is 76.8 %.